This data is from Full USPTO retrosynthesis dataset with 1.9M reactions from patents (1976-2016). The task is: Predict the reactants needed to synthesize the given product. (1) Given the product [CH2:1]([C:5]1[N:6]=[C:7]([CH3:34])[N:8]([C:27]2[CH:32]=[CH:31][CH:30]=[C:29]([O:33][CH2:36][CH2:37][O:38][Si:39]([C:42]([CH3:45])([CH3:44])[CH3:43])([CH3:41])[CH3:40])[CH:28]=2)[C:9](=[O:26])[C:10]=1[CH2:11][C:12]1[CH:13]=[CH:14][C:15]([C:18]2[C:19]([C:24]#[N:25])=[CH:20][CH:21]=[CH:22][CH:23]=2)=[CH:16][CH:17]=1)[CH2:2][CH2:3][CH3:4], predict the reactants needed to synthesize it. The reactants are: [CH2:1]([C:5]1[N:6]=[C:7]([CH3:34])[N:8]([C:27]2[CH:32]=[CH:31][CH:30]=[C:29]([OH:33])[CH:28]=2)[C:9](=[O:26])[C:10]=1[CH2:11][C:12]1[CH:17]=[CH:16][C:15]([C:18]2[C:19]([C:24]#[N:25])=[CH:20][CH:21]=[CH:22][CH:23]=2)=[CH:14][CH:13]=1)[CH2:2][CH2:3][CH3:4].Br[CH2:36][CH2:37][O:38][Si:39]([C:42]([CH3:45])([CH3:44])[CH3:43])([CH3:41])[CH3:40].C(=O)([O-])[O-].[Cs+].[Cs+].C(OCC)(=O)C. (2) Given the product [Cl:6][C:7]1[CH:8]=[CH:9][C:10]2[N:11]([CH:13]=[C:14]([C:16]([NH:19][C:20]3[CH:25]=[CH:24][CH:23]=[CH:22][CH:21]=3)=[O:18])[N:15]=2)[CH:12]=1, predict the reactants needed to synthesize it. The reactants are: CN(C)C=O.[Cl:6][C:7]1[CH:8]=[CH:9][C:10]2[N:11]([CH:13]=[C:14]([C:16]([OH:18])=O)[N:15]=2)[CH:12]=1.[NH2:19][C:20]1[CH:25]=[CH:24][CH:23]=[CH:22][CH:21]=1.O.